Dataset: NCI-60 drug combinations with 297,098 pairs across 59 cell lines. Task: Regression. Given two drug SMILES strings and cell line genomic features, predict the synergy score measuring deviation from expected non-interaction effect. (1) Drug 1: C1CCC(CC1)NC(=O)N(CCCl)N=O. Drug 2: CC1C(C(CC(O1)OC2CC(OC(C2O)C)OC3=CC4=CC5=C(C(=O)C(C(C5)C(C(=O)C(C(C)O)O)OC)OC6CC(C(C(O6)C)O)OC7CC(C(C(O7)C)O)OC8CC(C(C(O8)C)O)(C)O)C(=C4C(=C3C)O)O)O)O. Cell line: UACC62. Synergy scores: CSS=32.0, Synergy_ZIP=-7.65, Synergy_Bliss=4.13, Synergy_Loewe=5.69, Synergy_HSA=5.44. (2) Drug 1: CC12CCC(CC1=CCC3C2CCC4(C3CC=C4C5=CN=CC=C5)C)O. Drug 2: C1C(C(OC1N2C=NC(=NC2=O)N)CO)O. Cell line: MOLT-4. Synergy scores: CSS=60.8, Synergy_ZIP=-3.20, Synergy_Bliss=-3.76, Synergy_Loewe=-31.0, Synergy_HSA=-2.47. (3) Drug 1: CCCCC(=O)OCC(=O)C1(CC(C2=C(C1)C(=C3C(=C2O)C(=O)C4=C(C3=O)C=CC=C4OC)O)OC5CC(C(C(O5)C)O)NC(=O)C(F)(F)F)O. Drug 2: C1CNP(=O)(OC1)N(CCCl)CCCl. Cell line: SK-OV-3. Synergy scores: CSS=21.8, Synergy_ZIP=3.05, Synergy_Bliss=4.36, Synergy_Loewe=-20.7, Synergy_HSA=3.52. (4) Drug 1: CCC1(CC2CC(C3=C(CCN(C2)C1)C4=CC=CC=C4N3)(C5=C(C=C6C(=C5)C78CCN9C7C(C=CC9)(C(C(C8N6C)(C(=O)OC)O)OC(=O)C)CC)OC)C(=O)OC)O. Drug 2: CCN(CC)CCNC(=O)C1=C(NC(=C1C)C=C2C3=C(C=CC(=C3)F)NC2=O)C. Cell line: T-47D. Synergy scores: CSS=35.8, Synergy_ZIP=5.11, Synergy_Bliss=5.04, Synergy_Loewe=-70.8, Synergy_HSA=3.22.